From a dataset of Forward reaction prediction with 1.9M reactions from USPTO patents (1976-2016). Predict the product of the given reaction. (1) Given the reactants [NH2:1][C:2]1[S:3][C:4]([C:11]2[CH:16]=[CH:15][C:14]([F:17])=[C:13]([F:18])[CH:12]=2)=[CH:5][C:6]=1[C:7]([O:9][CH3:10])=[O:8].ClCCl.[O:22]1[CH2:27][CH2:26][C:25](=O)[CH2:24][CH2:23]1, predict the reaction product. The product is: [F:18][C:13]1[CH:12]=[C:11]([C:4]2[S:3][C:2]([NH:1][CH:25]3[CH2:26][CH2:27][O:22][CH2:23][CH2:24]3)=[C:6]([C:7]([O:9][CH3:10])=[O:8])[CH:5]=2)[CH:16]=[CH:15][C:14]=1[F:17]. (2) Given the reactants [N:1]1([C:7]2[N:8]=[C:9]([CH2:14][C:15]([O:17]CC)=O)[NH:10][C:11](=[O:13])[CH:12]=2)[CH2:6][CH2:5][O:4][CH2:3][CH2:2]1.[CH3:20][C:21]1[CH:27]=[CH:26][CH:25]=[CH:24][C:22]=1[NH2:23], predict the reaction product. The product is: [CH3:20][C:21]1[CH:27]=[CH:26][CH:25]=[CH:24][C:22]=1[NH:23][C:15](=[O:17])[CH2:14][C:9]1[NH:10][C:11](=[O:13])[CH:12]=[C:7]([N:1]2[CH2:2][CH2:3][O:4][CH2:5][CH2:6]2)[N:8]=1. (3) The product is: [F:8][C:5]1[CH:6]=[CH:7][C:2]([NH:13][CH3:12])=[C:3]([N+:9]([O-:11])=[O:10])[CH:4]=1. Given the reactants F[C:2]1[CH:7]=[CH:6][C:5]([F:8])=[CH:4][C:3]=1[N+:9]([O-:11])=[O:10].[CH3:12][NH2:13], predict the reaction product. (4) Given the reactants [CH3:1][S:2]([CH2:4][S:5][CH3:6])=[O:3].C([Li])CCC.CCCCCC.[F:18][C:19]1[CH:26]=[C:25](F)[C:24]([F:28])=[CH:23][C:20]=1[C:21]#[N:22], predict the reaction product. The product is: [F:18][C:19]1[CH:26]=[C:25]([CH:4]([S:2]([CH3:1])=[O:3])[S:5][CH3:6])[C:24]([F:28])=[CH:23][C:20]=1[C:21]#[N:22]. (5) The product is: [S:22]1[C:14]([C:2]2[C:10]3[C:9]([NH2:11])=[N:8][CH:7]=[N:6][C:5]=3[N:4]([CH3:12])[CH:3]=2)=[CH:15][C:16]2[CH:17]=[CH:18][CH:19]=[CH:20][C:21]1=2. Given the reactants I[C:2]1[C:10]2[C:9]([NH2:11])=[N:8][CH:7]=[N:6][C:5]=2[N:4]([CH3:12])[CH:3]=1.B(O)(O)[C:14]1[S:22][C:21]2[C:16](=[CH:17][CH:18]=[CH:19][CH:20]=2)[CH:15]=1.[O-]P([O-])([O-])=O.[K+].[K+].[K+], predict the reaction product. (6) Given the reactants [NH2:1][C:2]1[CH:11]=[CH:10][C:9]([Br:12])=[CH:8][C:3]=1[C:4]([O:6]C)=O.[C:13](OCC)(=[O:20])[CH2:14][C:15]([O:17][CH2:18][CH3:19])=[O:16].CC[O-].[Na+], predict the reaction product. The product is: [Br:12][C:9]1[CH:8]=[C:3]2[C:2](=[CH:11][CH:10]=1)[NH:1][C:13](=[O:20])[C:14]([C:15]([O:17][CH2:18][CH3:19])=[O:16])=[C:4]2[OH:6]. (7) Given the reactants [CH:1]1([C:4]2[C:5]([CH2:18][N:19]3[CH2:24][CH2:23][C:22]([CH2:32][F:33])([C:25]4[CH:30]=[CH:29][C:28]([F:31])=[CH:27][CH:26]=4)[CH2:21][CH2:20]3)=[CH:6][C:7]([F:17])=[C:8]([CH:16]=2)[C:9]([O:11]C(C)(C)C)=[O:10])[CH2:3][CH2:2]1.Cl, predict the reaction product. The product is: [CH:1]1([C:4]2[C:5]([CH2:18][N:19]3[CH2:20][CH2:21][C:22]([CH2:32][F:33])([C:25]4[CH:30]=[CH:29][C:28]([F:31])=[CH:27][CH:26]=4)[CH2:23][CH2:24]3)=[CH:6][C:7]([F:17])=[C:8]([CH:16]=2)[C:9]([OH:11])=[O:10])[CH2:3][CH2:2]1. (8) Given the reactants C1CC=CC=1.O=S1(=O)C=CC(=O)N1C1C=CC(C#N)=C(C(F)(F)F)C=1.[O:26]=[S:27]1(=[O:50])[N:35]([C:36]2[CH:43]=[CH:42][C:39]([C:40]#[N:41])=[C:38]([C:44]([F:47])([F:46])[F:45])[CH:37]=2)[C:34](=[O:48])[C@@H:33]2[C@H:28]1[C@H:29]1[CH2:49][C@@H:32]2[CH:31]=[CH:30]1, predict the reaction product. The product is: [O:50]=[S:27]1(=[O:26])[N:35]([C:36]2[CH:43]=[CH:42][C:39]([C:40]#[N:41])=[C:38]([C:44]([F:47])([F:45])[F:46])[CH:37]=2)[C:34](=[O:48])[C@H:33]2[C@@H:28]1[C@H:29]1[CH2:49][C@@H:32]2[CH:31]=[CH:30]1.